This data is from Catalyst prediction with 721,799 reactions and 888 catalyst types from USPTO. The task is: Predict which catalyst facilitates the given reaction. (1) Reactant: [CH2:1]([N:3]1[C:7]([C:8]([O:10][CH2:11][CH3:12])=[O:9])=[CH:6][CH:5]=[N:4]1)[CH3:2].[B-](F)(F)(F)[F:14].[B-](F)(F)(F)F.C1[N+]2(CCl)CC[N+](F)(CC2)C1.C(#N)C. Product: [CH2:1]([N:3]1[C:7]([C:8]([O:10][CH2:11][CH3:12])=[O:9])=[C:6]([F:14])[CH:5]=[N:4]1)[CH3:2]. The catalyst class is: 15. (2) Reactant: [C:1]([C:5]1[CH:10]=[CH:9][C:8]([C:11]2[CH:12]=[C:13]([CH:17]3[CH2:26][C:25]([CH3:28])([CH3:27])[C:24]4[C:19](=[CH:20][CH:21]=[C:22]([C:29]([OH:31])=O)[CH:23]=4)[NH:18]3)[CH:14]=[N:15][CH:16]=2)=[CH:7][CH:6]=1)([CH3:4])([CH3:3])[CH3:2].[CH3:32][S:33]([NH2:36])(=[O:35])=[O:34]. Product: [C:1]([C:5]1[CH:6]=[CH:7][C:8]([C:11]2[CH:12]=[C:13]([CH:17]3[CH2:26][C:25]([CH3:28])([CH3:27])[C:24]4[C:19](=[CH:20][CH:21]=[C:22]([C:29]([NH:36][S:33]([CH3:32])(=[O:35])=[O:34])=[O:31])[CH:23]=4)[NH:18]3)[CH:14]=[N:15][CH:16]=2)=[CH:9][CH:10]=1)([CH3:2])([CH3:4])[CH3:3]. The catalyst class is: 119.